The task is: Regression. Given a peptide amino acid sequence and an MHC pseudo amino acid sequence, predict their binding affinity value. This is MHC class I binding data.. This data is from Peptide-MHC class I binding affinity with 185,985 pairs from IEDB/IMGT. (1) The peptide sequence is CELSSHGDL. The MHC is HLA-A11:01 with pseudo-sequence HLA-A11:01. The binding affinity (normalized) is 0.213. (2) The peptide sequence is TFMDHVLRY. The MHC is HLA-C07:01 with pseudo-sequence HLA-C07:01. The binding affinity (normalized) is 0.400. (3) The peptide sequence is LVLQAGFFLL. The MHC is HLA-A03:01 with pseudo-sequence HLA-A03:01. The binding affinity (normalized) is 0.426. (4) The peptide sequence is YMMEWMWYV. The MHC is HLA-A02:01 with pseudo-sequence HLA-A02:01. The binding affinity (normalized) is 1.00. (5) The peptide sequence is DEQSIAEA. The MHC is HLA-B45:01 with pseudo-sequence HLA-B45:01. The binding affinity (normalized) is 0.389. (6) The peptide sequence is TVIRFWHAM. The MHC is HLA-B15:09 with pseudo-sequence HLA-B15:09. The binding affinity (normalized) is 0.195. (7) The peptide sequence is RERVNINIVG. The MHC is HLA-B44:02 with pseudo-sequence HLA-B44:02. The binding affinity (normalized) is 0.171. (8) The peptide sequence is AATEAEKQL. The MHC is HLA-A02:06 with pseudo-sequence HLA-A02:06. The binding affinity (normalized) is 0. (9) The peptide sequence is SVDEEGCGPL. The MHC is HLA-A02:03 with pseudo-sequence HLA-A02:03. The binding affinity (normalized) is 0.0236. (10) The MHC is HLA-A02:06 with pseudo-sequence HLA-A02:06. The binding affinity (normalized) is 0.307. The peptide sequence is LLVLLDYQGM.